Predict the reaction yield, written as a fraction of the theoretical maximum amount of product (1.0 means a 100% yield; for example, 0.34 means a 34% yield). From a dataset of Reaction yield outcomes from USPTO patents with 853,638 reactions. The reactants are [CH2:1]([N:8]1[CH2:16][C:15]2[C:10](=[CH:11][CH:12]=[C:13]([C:17](OC)=[O:18])[CH:14]=2)[CH2:9]1)[C:2]1[CH:7]=[CH:6][CH:5]=[CH:4][CH:3]=1.[H-].[Al+3].[Li+].[H-].[H-].[H-]. The catalyst is O1CCCC1. The product is [CH2:1]([N:8]1[CH2:16][C:15]2[C:10](=[CH:11][CH:12]=[C:13]([CH2:17][OH:18])[CH:14]=2)[CH2:9]1)[C:2]1[CH:3]=[CH:4][CH:5]=[CH:6][CH:7]=1. The yield is 0.990.